From a dataset of Full USPTO retrosynthesis dataset with 1.9M reactions from patents (1976-2016). Predict the reactants needed to synthesize the given product. (1) The reactants are: C(OC(=O)[NH:7][C@H:8]([CH2:28][C:29]1[CH:34]=[CH:33][C:32]([O:35][CH3:36])=[CH:31][CH:30]=1)[C:9](=[O:27])[N:10]1[CH2:13][C:12]([O:21][CH2:22][CH2:23][CH2:24][CH2:25][CH3:26])([C:14]2[CH:19]=[CH:18][CH:17]=[CH:16][C:15]=2[CH3:20])[CH2:11]1)(C)(C)C.[F:38][C:39]([F:44])([F:43])[C:40]([OH:42])=[O:41]. Given the product [F:38][C:39]([F:44])([F:43])[C:40]([OH:42])=[O:41].[NH2:7][C@H:8]([CH2:28][C:29]1[CH:30]=[CH:31][C:32]([O:35][CH3:36])=[CH:33][CH:34]=1)[C:9]([N:10]1[CH2:11][C:12]([O:21][CH2:22][CH2:23][CH2:24][CH2:25][CH3:26])([C:14]2[CH:19]=[CH:18][CH:17]=[CH:16][C:15]=2[CH3:20])[CH2:13]1)=[O:27], predict the reactants needed to synthesize it. (2) Given the product [CH2:8]([N:5]1[CH2:6][CH2:7][CH:2]([NH:1][C:21](=[O:28])[C:22]2[CH:27]=[CH:26][CH:25]=[CH:24][CH:23]=2)[CH2:3][CH2:4]1)[C:9]1[CH:14]=[CH:13][CH:12]=[CH:11][CH:10]=1, predict the reactants needed to synthesize it. The reactants are: [NH2:1][CH:2]1[CH2:7][CH2:6][N:5]([CH2:8][C:9]2[CH:14]=[CH:13][CH:12]=[CH:11][CH:10]=2)[CH2:4][CH2:3]1.C([O-])([O-])=O.[K+].[K+].[C:21](Cl)(=[O:28])[C:22]1[CH:27]=[CH:26][CH:25]=[CH:24][CH:23]=1.